From a dataset of Catalyst prediction with 721,799 reactions and 888 catalyst types from USPTO. Predict which catalyst facilitates the given reaction. Reactant: [CH2:1]1[CH:6]2[C:7]3[C:12]([CH2:13][CH2:14][N:5]2[C:4](=O)[CH2:3][NH:2]1)=[CH:11][CH:10]=[CH:9][CH:8]=3.[H-].[Al+3].[Li+].[H-].[H-].[H-].O.[OH-].[Na+]. Product: [CH2:1]1[CH:6]2[C:7]3[C:12]([CH2:13][CH2:14][N:5]2[CH2:4][CH2:3][NH:2]1)=[CH:11][CH:10]=[CH:9][CH:8]=3. The catalyst class is: 7.